This data is from Forward reaction prediction with 1.9M reactions from USPTO patents (1976-2016). The task is: Predict the product of the given reaction. (1) Given the reactants F[C:2]1[CH:3]=[CH:4][CH:5]=[C:6]2[C:11]=1[N:10]=[CH:9][C:8]([S:12]([C:15]1[CH:20]=[CH:19][CH:18]=[CH:17][CH:16]=1)(=[O:14])=[O:13])=[CH:7]2.C(=O)([O-])[O-].[K+].[K+].[N:27]1([CH2:33][CH2:34][NH2:35])[CH2:32][CH2:31][O:30][CH2:29][CH2:28]1.[ClH:36], predict the reaction product. The product is: [ClH:36].[N:27]1([CH2:33][CH2:34][NH:35][C:2]2[CH:3]=[CH:4][CH:5]=[C:6]3[C:11]=2[N:10]=[CH:9][C:8]([S:12]([C:15]2[CH:20]=[CH:19][CH:18]=[CH:17][CH:16]=2)(=[O:14])=[O:13])=[CH:7]3)[CH2:32][CH2:31][O:30][CH2:29][CH2:28]1. (2) Given the reactants [CH:1]1([C:4]2[CH:5]=[CH:6][C:7]([C:18]([OH:20])=O)=[N:8][C:9]=2[CH2:10][C:11]2[CH:16]=[CH:15][C:14]([F:17])=[CH:13][CH:12]=2)[CH2:3][CH2:2]1.[NH2:21][C:22]1([CH2:27][C:28]([NH2:30])=[O:29])[CH2:26][CH2:25][O:24][CH2:23]1.CCN(C(C)C)C(C)C, predict the reaction product. The product is: [NH2:30][C:28](=[O:29])[CH2:27][C:22]1([NH:21][C:18]([C:7]2[CH:6]=[CH:5][C:4]([CH:1]3[CH2:2][CH2:3]3)=[C:9]([CH2:10][C:11]3[CH:12]=[CH:13][C:14]([F:17])=[CH:15][CH:16]=3)[N:8]=2)=[O:20])[CH2:26][CH2:25][O:24][CH2:23]1. (3) Given the reactants [Br-].CN([CH:5]=[N:6][C:7]1[S:8][CH:9]=[CH:10][N+:11]=1[CH2:12][C:13]([O:15][CH2:16][CH3:17])=[O:14])C.C1CCN2C(=NCCC2)CC1, predict the reaction product. The product is: [CH2:16]([O:15][C:13]([C:12]1[N:11]2[C:7]([S:8][CH:9]=[CH:10]2)=[N:6][CH:5]=1)=[O:14])[CH3:17]. (4) Given the reactants [CH2:1]([N:3]1[C:12]2[C:7](=[CH:8][N:9]=[C:10]([NH:13][CH2:14][CH2:15][O:16][CH3:17])[CH:11]=2)[CH:6]=[C:5]([C:18]2[C:19]([F:35])=[CH:20][C:21]([F:34])=[C:22]([NH:24][C:25]([NH:27][C:28]3[CH:33]=[CH:32][CH:31]=[CH:30][CH:29]=3)=[O:26])[CH:23]=2)[C:4]1=[O:36])[CH3:2].[CH3:37][S:38]([OH:41])(=[O:40])=[O:39], predict the reaction product. The product is: [CH3:37][S:38]([OH:41])(=[O:40])=[O:39].[CH2:1]([N:3]1[C:12]2[C:7](=[CH:8][N:9]=[C:10]([NH:13][CH2:14][CH2:15][O:16][CH3:17])[CH:11]=2)[CH:6]=[C:5]([C:18]2[C:19]([F:35])=[CH:20][C:21]([F:34])=[C:22]([NH:24][C:25]([NH:27][C:28]3[CH:29]=[CH:30][CH:31]=[CH:32][CH:33]=3)=[O:26])[CH:23]=2)[C:4]1=[O:36])[CH3:2]. (5) Given the reactants [CH3:1][C:2]1([CH3:32])[C:6]([CH3:8])([CH3:7])[O:5][B:4]([C:9]2[CH:22]=[CH:21][C:20]3[C:19]4[C:14](=[CH:15][C:16]([B:23]5[O:27][C:26]([CH3:29])([CH3:28])[C:25]([CH3:31])([CH3:30])[O:24]5)=[CH:17][CH:18]=4)C[CH2:12][C:11]=3[CH:10]=2)[O:3]1.BrC1C=CC2C3C(=CC(Br)=CC=3)CC=2C=1, predict the reaction product. The product is: [CH3:1][C:2]1([CH3:32])[C:6]([CH3:8])([CH3:7])[O:5][B:4]([C:9]2[CH:22]=[CH:21][C:20]3[C:19]4[C:14](=[CH:15][C:16]([B:23]5[O:27][C:26]([CH3:29])([CH3:28])[C:25]([CH3:30])([CH3:31])[O:24]5)=[CH:17][CH:18]=4)[CH2:12][C:11]=3[CH:10]=2)[O:3]1. (6) Given the reactants [CH2:1]1[C:4]2([CH2:7][NH:6][CH2:5]2)[CH2:3][N:2]1[C:8]([O:10][C:11]([CH3:14])([CH3:13])[CH3:12])=[O:9].Br[C:16]1[CH:17]=[CH:18][C:19]([N+:22]([O-:24])=[O:23])=[N:20][CH:21]=1.CS(C)=O, predict the reaction product. The product is: [C:11]([O:10][C:8]([N:2]1[CH2:3][C:4]2([CH2:7][N:6]([C:16]3[CH:21]=[N:20][C:19]([N+:22]([O-:24])=[O:23])=[CH:18][CH:17]=3)[CH2:5]2)[CH2:1]1)=[O:9])([CH3:14])([CH3:13])[CH3:12]. (7) The product is: [CH:1]1([N:4]([C:5]2[N:9]=[C:8]([CH2:10][CH2:11][C:12]3[N:22]=[C:15]4[N:16]=[C:17]([CH3:21])[CH:18]=[C:19]([CH3:20])[N:14]4[N:13]=3)[N:7]([CH3:23])[N:6]=2)[CH3:24])[CH2:3][CH2:2]1. Given the reactants [CH:1]1([N:4]([CH3:24])[C:5]2[N:9]=[C:8]([CH:10]=[CH:11][C:12]3[N:22]=[C:15]4[N:16]=[C:17]([CH3:21])[CH:18]=[C:19]([CH3:20])[N:14]4[N:13]=3)[N:7]([CH3:23])[N:6]=2)[CH2:3][CH2:2]1.[H][H], predict the reaction product.